The task is: Predict which catalyst facilitates the given reaction.. This data is from Catalyst prediction with 721,799 reactions and 888 catalyst types from USPTO. Reactant: [CH3:1][Si:2]([CH3:51])([CH3:50])[CH2:3][CH2:4][O:5][CH2:6][N:7]([CH2:42][O:43][CH2:44][CH2:45][Si:46]([CH3:49])([CH3:48])[CH3:47])[C:8]1[N:13]2[N:14]=[CH:15][C:16]([C:17]3[CH:18]=[N:19][N:20]([C:22]4[CH:27]=[CH:26][CH:25]=[CH:24][CH:23]=4)[CH:21]=3)=[C:12]2[N:11]=[C:10]([CH:28]2[CH2:33][CH2:32][C:31]([CH2:39][OH:40])([C:34]([O:36][CH2:37][CH3:38])=[O:35])[CH2:30][CH2:29]2)[C:9]=1Br.C([Sn](CCCC)(CCCC)[C:57]([O:59][CH2:60][CH3:61])=[CH2:58])CCC. Product: [CH3:1][Si:2]([CH3:51])([CH3:50])[CH2:3][CH2:4][O:5][CH2:6][N:7]([CH2:42][O:43][CH2:44][CH2:45][Si:46]([CH3:49])([CH3:48])[CH3:47])[C:8]1[N:13]2[N:14]=[CH:15][C:16]([C:17]3[CH:18]=[N:19][N:20]([C:22]4[CH:27]=[CH:26][CH:25]=[CH:24][CH:23]=4)[CH:21]=3)=[C:12]2[N:11]=[C:10]([CH:28]2[CH2:33][CH2:32][C:31]([CH2:39][OH:40])([C:34]([O:36][CH2:37][CH3:38])=[O:35])[CH2:30][CH2:29]2)[C:9]=1[C:57]([O:59][CH2:60][CH3:61])=[CH2:58]. The catalyst class is: 77.